Dataset: Forward reaction prediction with 1.9M reactions from USPTO patents (1976-2016). Task: Predict the product of the given reaction. Given the reactants [CH2:1]=[CH:2][C:3]1[CH:8]=[CH:7][CH:6]=[CH:5][CH:4]=1.C=C.F[C:12]1C(B(C2C(F)=C(F)C(F)=C(F)C=2F)C2C(F)=C(F)C(F)=C(F)C=2F)=C(F)C(F)=C(F)[C:13]=1F.[H][H], predict the reaction product. The product is: [CH2:1]=[CH:2][C:3]1[CH:8]=[CH:7][CH:6]=[CH:5][CH:4]=1.[CH2:12]=[CH2:13].